Dataset: NCI-60 drug combinations with 297,098 pairs across 59 cell lines. Task: Regression. Given two drug SMILES strings and cell line genomic features, predict the synergy score measuring deviation from expected non-interaction effect. (1) Synergy scores: CSS=-4.17, Synergy_ZIP=1.51, Synergy_Bliss=-0.312, Synergy_Loewe=-2.60, Synergy_HSA=-2.88. Cell line: MALME-3M. Drug 1: CS(=O)(=O)CCNCC1=CC=C(O1)C2=CC3=C(C=C2)N=CN=C3NC4=CC(=C(C=C4)OCC5=CC(=CC=C5)F)Cl. Drug 2: CC(C)NC(=O)C1=CC=C(C=C1)CNNC.Cl. (2) Drug 1: C1C(C(OC1N2C=NC3=C(N=C(N=C32)Cl)N)CO)O. Drug 2: CC=C1C(=O)NC(C(=O)OC2CC(=O)NC(C(=O)NC(CSSCCC=C2)C(=O)N1)C(C)C)C(C)C. Cell line: LOX IMVI. Synergy scores: CSS=37.2, Synergy_ZIP=-5.82, Synergy_Bliss=-3.21, Synergy_Loewe=-24.7, Synergy_HSA=-1.09.